From a dataset of Reaction yield outcomes from USPTO patents with 853,638 reactions. Predict the reaction yield, written as a fraction of the theoretical maximum amount of product (1.0 means a 100% yield; for example, 0.34 means a 34% yield). (1) The reactants are C(C1[S:5]C=CC=1)(=O)C.[S:9]1[CH:13]=[CH:12][CH:11]=[C:10]1[C:14]([CH2:16][C:17]#[N:18])=[O:15].[CH3:19][O:20][C:21]1[CH:26]=[CH:25][C:24]([CH:27]2[S:32][CH2:31][C:30](=O)[CH2:29][S:28]2)=[CH:23][CH:22]=1.N1CCOCC1.[S]. No catalyst specified. The product is [NH2:18][C:17]1[S:5][C:29]2[S:28][CH:27]([C:24]3[CH:25]=[CH:26][C:21]([O:20][CH3:19])=[CH:22][CH:23]=3)[S:32][CH2:31][C:30]=2[C:16]=1[C:14]([C:10]1[S:9][CH:13]=[CH:12][CH:11]=1)=[O:15]. The yield is 0.750. (2) The reactants are Br[CH2:2][C:3]([NH:5][C:6]1[S:7][C:8]([C:16]([CH:18]2[CH2:23][CH2:22][O:21][CH2:20][CH2:19]2)=[O:17])=[C:9]([C:11]2[O:12][CH:13]=[CH:14][CH:15]=2)[N:10]=1)=[O:4].[CH3:24][NH:25][CH3:26]. The catalyst is C1COCC1. The product is [CH3:24][N:25]([CH3:26])[CH2:2][C:3]([NH:5][C:6]1[S:7][C:8]([C:16]([CH:18]2[CH2:23][CH2:22][O:21][CH2:20][CH2:19]2)=[O:17])=[C:9]([C:11]2[O:12][CH:13]=[CH:14][CH:15]=2)[N:10]=1)=[O:4]. The yield is 0.100. (3) The reactants are C1(CC(N)=O)C=CC=CC=1.C(Cl)(=O)C(Cl)=O.[C:17]1([CH2:23][C:24]([N:26]=[C:27]=[O:28])=[O:25])[CH:22]=[CH:21][CH:20]=[CH:19][CH:18]=1.[NH2:29][C:30]1[CH:50]=[CH:49][C:33]([O:34][C:35]2[N:40]=[CH:39][N:38]=[C:37]([NH:41][C:42]([N:44]3[CH2:48][CH2:47][CH2:46][CH2:45]3)=[O:43])[CH:36]=2)=[C:32]([F:51])[CH:31]=1. The catalyst is ClC(Cl)C.CCCCCC.CN(C)C=O.C(OCC)(=O)C. The product is [F:51][C:32]1[CH:31]=[C:30]([NH:29][C:27]([NH:26][C:24](=[O:25])[CH2:23][C:17]2[CH:22]=[CH:21][CH:20]=[CH:19][CH:18]=2)=[O:28])[CH:50]=[CH:49][C:33]=1[O:34][C:35]1[N:40]=[CH:39][N:38]=[C:37]([NH:41][C:42]([N:44]2[CH2:48][CH2:47][CH2:46][CH2:45]2)=[O:43])[CH:36]=1. The yield is 0.781. (4) The reactants are [O:1]=[C:2]1[C:7]([CH2:8][C:9]2[CH:14]=[CH:13][C:12]([C:15]3[C:16]([C:21]#[N:22])=[CH:17][CH:18]=[CH:19][CH:20]=3)=[CH:11][CH:10]=2)=[C:6]([CH2:23][CH2:24][CH3:25])[N:5]2[N:26]=[CH:27][N:28]=[C:4]2[N:3]1[CH:29]1[CH2:34][CH2:33][C:32](=[O:35])[CH2:31][CH2:30]1.[CH3:36][C:37](O)([C:39]([CH3:42])([OH:41])[CH3:40])[CH3:38].O.C1(C)C=CC(S(O)(=O)=O)=CC=1. The catalyst is C1(C)C=CC=CC=1. The product is [O:1]=[C:2]1[C:7]([CH2:8][C:9]2[CH:10]=[CH:11][C:12]([C:15]3[C:16]([C:21]#[N:22])=[CH:17][CH:18]=[CH:19][CH:20]=3)=[CH:13][CH:14]=2)=[C:6]([CH2:23][CH2:24][CH3:25])[N:5]2[N:26]=[CH:27][N:28]=[C:4]2[N:3]1[CH:29]1[CH2:30][CH2:31][C:32]2([O:41][C:39]([CH3:42])([CH3:40])[C:37]([CH3:38])([CH3:36])[O:35]2)[CH2:33][CH2:34]1. The yield is 0.470. (5) The reactants are [CH2:1]([O:8][N:9]1[C:15](=[O:16])[N:14]2[CH2:17][C@H:10]1[CH2:11][CH2:12][C@H:13]2[C:18]([OH:20])=O)[C:2]1[CH:7]=[CH:6][CH:5]=[CH:4][CH:3]=1.Cl.C(N=C=NCCCN(C)C)C.ON1C2C=CC=CC=2N=N1.[NH2:43][O:44][CH2:45][CH2:46][NH:47][C:48](=[O:54])[O:49][C:50]([CH3:53])([CH3:52])[CH3:51]. The catalyst is C(Cl)Cl.C(N(CC)CC)C. The product is [CH2:1]([O:8][N:9]1[C:15](=[O:16])[N:14]2[CH2:17][C@H:10]1[CH2:11][CH2:12][C@H:13]2[C:18]([NH:43][O:44][CH2:45][CH2:46][NH:47][C:48](=[O:54])[O:49][C:50]([CH3:52])([CH3:51])[CH3:53])=[O:20])[C:2]1[CH:3]=[CH:4][CH:5]=[CH:6][CH:7]=1. The yield is 0.840. (6) The reactants are C([O:3][C:4]([C:6]1[N:7]=[C:8]([N:17]2[CH2:22][CH2:21][N:20]([C:23]([O:25][C:26]([CH3:29])([CH3:28])[CH3:27])=[O:24])[CH2:19][CH2:18]2)[C:9]2[CH:14]=[C:13]([CH2:15][CH3:16])[S:12][C:10]=2[N:11]=1)=[O:5])C.[OH-].[Na+]. The catalyst is CO. The product is [C:26]([O:25][C:23]([N:20]1[CH2:19][CH2:18][N:17]([C:8]2[C:9]3[CH:14]=[C:13]([CH2:15][CH3:16])[S:12][C:10]=3[N:11]=[C:6]([C:4]([OH:5])=[O:3])[N:7]=2)[CH2:22][CH2:21]1)=[O:24])([CH3:29])([CH3:28])[CH3:27]. The yield is 1.00. (7) The reactants are [N:1]1[CH:6]=[CH:5][CH:4]=[CH:3][C:2]=1[CH2:7][C:8]12[CH2:27][CH2:26][C:21]3([O:25][CH2:24][CH2:23][O:22]3)[CH2:20][CH:9]1[CH2:10][CH2:11][CH2:12][C:13]1[CH:18]=[C:17]([OH:19])[N:16]=[CH:15][C:14]=12.[F:28][C:29]([F:42])([F:41])[S:30](O[S:30]([C:29]([F:42])([F:41])[F:28])(=[O:32])=[O:31])(=[O:32])=[O:31].C([O-])(O)=O.[Na+]. The catalyst is C(Cl)Cl. The product is [F:28][C:29]([F:42])([F:41])[S:30]([O:19][C:17]1[N:16]=[CH:15][C:14]2[C:8]3([CH2:7][C:2]4[CH:3]=[CH:4][CH:5]=[CH:6][N:1]=4)[CH2:27][CH2:26][C:21]4([O:25][CH2:24][CH2:23][O:22]4)[CH2:20][CH:9]3[CH2:10][CH2:11][CH2:12][C:13]=2[CH:18]=1)(=[O:32])=[O:31]. The yield is 1.07.